This data is from NCI-60 drug combinations with 297,098 pairs across 59 cell lines. The task is: Regression. Given two drug SMILES strings and cell line genomic features, predict the synergy score measuring deviation from expected non-interaction effect. Drug 1: CN(CC1=CN=C2C(=N1)C(=NC(=N2)N)N)C3=CC=C(C=C3)C(=O)NC(CCC(=O)O)C(=O)O. Drug 2: CC1=C(C(=O)C2=C(C1=O)N3CC4C(C3(C2COC(=O)N)OC)N4)N. Cell line: RPMI-8226. Synergy scores: CSS=43.2, Synergy_ZIP=-0.0981, Synergy_Bliss=-0.0589, Synergy_Loewe=-3.63, Synergy_HSA=2.97.